This data is from Peptide-MHC class I binding affinity with 185,985 pairs from IEDB/IMGT. The task is: Regression. Given a peptide amino acid sequence and an MHC pseudo amino acid sequence, predict their binding affinity value. This is MHC class I binding data. (1) The peptide sequence is SVITQACPK. The MHC is HLA-B51:01 with pseudo-sequence HLA-B51:01. The binding affinity (normalized) is 0.0171. (2) The peptide sequence is TTASAKVDMV. The MHC is Mamu-A01 with pseudo-sequence Mamu-A01. The binding affinity (normalized) is 0. (3) The peptide sequence is FTASLFLHL. The MHC is Mamu-A01 with pseudo-sequence Mamu-A01. The binding affinity (normalized) is 0.795. (4) The peptide sequence is NWDWGVFFK. The MHC is HLA-A02:06 with pseudo-sequence HLA-A02:06. The binding affinity (normalized) is 0.0736.